From a dataset of Full USPTO retrosynthesis dataset with 1.9M reactions from patents (1976-2016). Predict the reactants needed to synthesize the given product. (1) Given the product [C:13]1([CH:7]([C:1]2[CH:2]=[CH:3][CH:4]=[CH:5][CH:6]=2)[N:8]2[CH2:11][C:10]([O:12][Si:27]([CH3:29])([CH3:28])[CH3:26])([C:24]#[N:21])[CH2:9]2)[CH:14]=[CH:15][CH:16]=[CH:17][CH:18]=1, predict the reactants needed to synthesize it. The reactants are: [C:1]1([CH:7]([C:13]2[CH:18]=[CH:17][CH:16]=[CH:15][CH:14]=2)[N:8]2[CH2:11][C:10](=[O:12])[CH2:9]2)[CH:6]=[CH:5][CH:4]=[CH:3][CH:2]=1.C([N:21]([CH2:24]C)CC)C.[CH3:26][Si:27](C#N)([CH3:29])[CH3:28]. (2) Given the product [Br:20][CH2:2][C:3]1[CH:18]=[CH:17][C:6]2[S:7][CH:8]=[C:9]([C:10]3[CH:15]=[CH:14][CH:13]=[CH:12][C:11]=3[CH3:16])[C:5]=2[CH:4]=1, predict the reactants needed to synthesize it. The reactants are: O[CH2:2][C:3]1[CH:18]=[CH:17][C:6]2[S:7][CH:8]=[C:9]([C:10]3[CH:15]=[CH:14][CH:13]=[CH:12][C:11]=3[CH3:16])[C:5]=2[CH:4]=1.P(Br)(Br)[Br:20].C([O-])(O)=O.[Na+]. (3) The reactants are: Br[C:2]1[CH:7]=[CH:6][C:5]([Br:8])=[CH:4][N:3]=1.[CH2:9]1[C@@H:13]([OH:14])[CH2:12][NH:11][CH2:10]1. Given the product [Br:8][C:5]1[CH:6]=[CH:7][C:2]([N:11]2[CH2:10][CH2:9][C@@H:13]([OH:14])[CH2:12]2)=[N:3][CH:4]=1, predict the reactants needed to synthesize it. (4) Given the product [CH3:20][O:19][C:6](=[O:49])[C@@H:7]([CH2:9][C:10]1[CH:15]=[C:14]([F:16])[C:13]([F:17])=[CH:12][C:11]=1[F:18])[NH:8][C:40]([O:42][C:43]([CH3:44])([CH3:45])[CH3:46])=[O:41], predict the reactants needed to synthesize it. The reactants are: COC1[C@H](C(C)C)N=[C:6]([O:19][CH3:20])[C@@H:7]([CH2:9][C:10]2[CH:15]=[C:14]([F:16])[C:13]([F:17])=[CH:12][C:11]=2[F:18])[N:8]=1.Cl.C(N(CC)CC)C.[C:40](O[C:40]([O:42][C:43]([CH3:46])([CH3:45])[CH3:44])=[O:41])([O:42][C:43]([CH3:46])([CH3:45])[CH3:44])=[O:41].C(OCC)(=[O:49])C. (5) The reactants are: C(OC(=O)C)(=O)C.S(=O)(=O)(O)O.[CH3:13][CH:14]([C:22](=[O:25])[CH2:23][CH3:24])[C:15]([O:17][C:18](C)([CH3:20])[CH3:19])=[O:16].CC(C)=O.C(=O)(O)[O-].[Na+]. Given the product [CH2:23]([C:22]1[O:25][C:18]([CH3:20])([CH3:19])[O:17][C:15](=[O:16])[C:14]=1[CH3:13])[CH3:24], predict the reactants needed to synthesize it. (6) Given the product [ClH:37].[CH:1]([C@H:14]1[NH:15][CH2:16][CH2:17][N:18]([C:20]([O:22][CH2:23][C:24]2[CH:29]=[CH:28][CH:27]=[CH:26][CH:25]=2)=[O:21])[CH2:19]1)([C:2]1[CH:3]=[CH:4][CH:5]=[CH:6][CH:7]=1)[C:8]1[CH:13]=[CH:12][CH:11]=[CH:10][CH:9]=1, predict the reactants needed to synthesize it. The reactants are: [CH:1]([C@@H:14]1[CH2:19][N:18]([C:20]([O:22][CH2:23][C:24]2[CH:29]=[CH:28][CH:27]=[CH:26][CH:25]=2)=[O:21])[CH2:17][CH2:16][N:15]1C(OC(C)(C)C)=O)([C:8]1[CH:13]=[CH:12][CH:11]=[CH:10][CH:9]=1)[C:2]1[CH:7]=[CH:6][CH:5]=[CH:4][CH:3]=1.[ClH:37]. (7) The reactants are: [NH2:1][C:2]1[CH:7]=[CH:6][C:5]([C:8]([CH:11]2[CH2:16][CH2:15][N:14]([CH2:17][C:18]3[CH:23]=[CH:22][C:21]([C:24]([OH:33])([C:29]([F:32])([F:31])[F:30])[C:25]([F:28])([F:27])[F:26])=[CH:20][CH:19]=3)[CH2:13][CH2:12]2)([OH:10])[CH3:9])=[CH:4][CH:3]=1.Cl[C:35](OC1C=CC([N+]([O-])=O)=CC=1)=[O:36].[NH2:47][CH2:48][C:49]([CH3:52])([OH:51])[CH3:50].[CH2:53](N(CC)CC)C. Given the product [F:28][C:25]([F:26])([F:27])[C:24]([C:21]1[CH:22]=[CH:23][C:18]([CH2:17][N:14]2[CH2:13][CH2:12][CH:11]([C:8]([C:5]3[CH:6]=[CH:7][C:2]([NH:1][C:35]([NH:47][CH2:48][C:49]([OH:51])([CH3:52])[CH3:50])=[O:36])=[CH:3][CH:4]=3)([O:10][CH3:53])[CH3:9])[CH2:16][CH2:15]2)=[CH:19][CH:20]=1)([OH:33])[C:29]([F:32])([F:30])[F:31], predict the reactants needed to synthesize it. (8) Given the product [Cl:1][C:2]1[C:3]([NH:12][CH2:13][C:14](=[O:23])[CH2:15][CH2:16][C:17]2[CH:22]=[CH:21][CH:20]=[CH:19][CH:18]=2)=[N:4][C:5]2[C:10]([N:11]=1)=[CH:9][CH:8]=[CH:7][CH:6]=2, predict the reactants needed to synthesize it. The reactants are: [Cl:1][C:2]1[C:3]([NH:12][CH2:13][CH:14]([OH:23])[CH2:15][CH2:16][C:17]2[CH:22]=[CH:21][CH:20]=[CH:19][CH:18]=2)=[N:4][C:5]2[C:10]([N:11]=1)=[CH:9][CH:8]=[CH:7][CH:6]=2.ClC1C(NCC(=O)CC(C)C)=NC2C(N=1)=CC=CC=2.CS(C)=O.N(C)(C)C. (9) Given the product [Cl:19][C:20]1[CH:21]=[C:22]([NH:23][C:13](=[O:15])[C:12]2[CH:16]=[CH:17][CH:18]=[C:10]([S:7]([N:1]3[CH2:2][CH2:3][CH2:4][CH2:5][CH2:6]3)(=[O:8])=[O:9])[CH:11]=2)[CH:24]=[CH:25][CH:26]=1, predict the reactants needed to synthesize it. The reactants are: [N:1]1([S:7]([C:10]2[CH:11]=[C:12]([CH:16]=[CH:17][CH:18]=2)[C:13]([OH:15])=O)(=[O:9])=[O:8])[CH2:6][CH2:5][CH2:4][CH2:3][CH2:2]1.[Cl:19][C:20]1[CH:21]=[C:22]([CH:24]=[CH:25][CH:26]=1)[NH2:23].